Dataset: Retrosynthesis with 50K atom-mapped reactions and 10 reaction types from USPTO. Task: Predict the reactants needed to synthesize the given product. (1) Given the product CCCC(CC)N(OCc1ccccc1)C(=O)Nc1ccccc1, predict the reactants needed to synthesize it. The reactants are: CCCC(Br)CC.O=C(NOCc1ccccc1)Nc1ccccc1. (2) Given the product Fc1cc(OCCN2CCOCC2)ccc1Br, predict the reactants needed to synthesize it. The reactants are: OCCN1CCOCC1.Oc1ccc(Br)c(F)c1.